From a dataset of hERG potassium channel inhibition data for cardiac toxicity prediction from Karim et al.. Regression/Classification. Given a drug SMILES string, predict its toxicity properties. Task type varies by dataset: regression for continuous values (e.g., LD50, hERG inhibition percentage) or binary classification for toxic/non-toxic outcomes (e.g., AMES mutagenicity, cardiotoxicity, hepatotoxicity). Dataset: herg_karim. (1) The compound is O=C(O)CN1CCC2(CC1)CCN(c1ccc(-c3nc4cc(C(F)(F)F)ccc4[nH]3)cn1)CC2. The result is 1 (blocker). (2) The drug is O=c1ccc2ncc(F)c3c2n1C[C@@]3(O)C[C@]12CC[C@@](NCc3ccc4c(c3)OC(F)(F)O4)(CC1)CO2. The result is 0 (non-blocker). (3) The molecule is Fc1ccc(-n2cc(C3CC[NH2+]CC3)c3cc(Cl)ccc32)cc1. The result is 0 (non-blocker). (4) The result is 1 (blocker). The drug is C[C@@H](c1cccnc1)c1c(CCN(C)C)sc2ccccc12. (5) The drug is COc1cc(C)c(Sc2cnc(NC(=O)c3ccc(CNC(C)C(C)(C)C)cc3)s2)cc1C(=O)N1CCN(C(C)=O)CC1. The result is 0 (non-blocker). (6) The molecule is COc1ccc(C2CCN(CC[C@@H]3CCOc4ccccc43)CC2)cc1OC. The result is 1 (blocker).